Dataset: Forward reaction prediction with 1.9M reactions from USPTO patents (1976-2016). Task: Predict the product of the given reaction. (1) Given the reactants P(Cl)(Cl)(Cl)=O.CN(C)[CH:8]=[O:9].[CH3:11][C:12]1[CH:13]=[C:14]([C:23]([O:25][CH3:26])=[O:24])[N:15]([CH2:18][C@H:19]2[CH2:21][C@@H:20]2[CH3:22])[C:16]=1[CH3:17].C(=O)([O-])O.[Na+], predict the reaction product. The product is: [CH:8]([C:13]1[C:12]([CH3:11])=[C:16]([CH3:17])[N:15]([CH2:18][C@H:19]2[CH2:21][C@@H:20]2[CH3:22])[C:14]=1[C:23]([O:25][CH3:26])=[O:24])=[O:9]. (2) Given the reactants C(=O)([O-])O.[Na+].[CH2:6]=[C:7]1[CH2:10][N:9]([C:11]([O:13][C:14]([CH3:17])([CH3:16])[CH3:15])=[O:12])[CH2:8]1.[OH:18][N:19]=[C:20](Br)[Br:21].C(OCC)(=O)C, predict the reaction product. The product is: [Br:21][C:20]1[CH2:6][C:7]2([CH2:10][N:9]([C:11]([O:13][C:14]([CH3:17])([CH3:16])[CH3:15])=[O:12])[CH2:8]2)[O:18][N:19]=1.